Dataset: CYP2D6 inhibition data for predicting drug metabolism from PubChem BioAssay. Task: Regression/Classification. Given a drug SMILES string, predict its absorption, distribution, metabolism, or excretion properties. Task type varies by dataset: regression for continuous measurements (e.g., permeability, clearance, half-life) or binary classification for categorical outcomes (e.g., BBB penetration, CYP inhibition). Dataset: cyp2d6_veith. (1) The result is 1 (inhibitor). The drug is COc1ccccc1C(c1nnnn1C(C)(C)C)N1CCN(Cc2ccncc2)CC1. (2) The compound is Clc1ccc2oc(-c3cccnc3)nc2c1. The result is 0 (non-inhibitor). (3) The molecule is Cc1ccc(Oc2nc(-c3ccccc3)ncc2S(C)(=O)=O)cc1. The result is 0 (non-inhibitor). (4) The molecule is OC[C@@H]1NC[C@@H](O)[C@H]1O. The result is 0 (non-inhibitor). (5) The compound is CC(C)[C@@]1(NC(=O)[C@@H]2C[C@H]3c4cccc5[nH]cc(c45)C[C@@H]3N(C)C2)O[C@]2(O)[C@H]3CCCN3C(=O)CN2C1=O.CS(=O)(=O)O. The result is 0 (non-inhibitor). (6) The molecule is CN(Cc1ccccc1)Cn1ccnc1. The result is 1 (inhibitor). (7) The compound is CC(C)(C)NC[C@H](O)COc1cccc2c1CCC(=O)N2. The result is 0 (non-inhibitor).